Task: Predict the product of the given reaction.. Dataset: Forward reaction prediction with 1.9M reactions from USPTO patents (1976-2016) (1) Given the reactants C([O:3][C:4](=[O:15])[CH2:5][CH2:6][C:7]1[O:8][C:9]([CH3:14])=[C:10]([CH2:12][OH:13])[CH:11]=1)C.C1(P(C2C=CC=CC=2)C2C=CC=CC=2)C=CC=CC=1.[C:35]1([C:42]2[CH:47]=[CH:46][CH:45]=[CH:44][CH:43]=2)[CH:40]=[CH:39][C:38](O)=[CH:37][CH:36]=1.CC(OC(/N=N/C(OC(C)C)=O)=O)C, predict the reaction product. The product is: [C:35]1([C:42]2[CH:43]=[CH:44][CH:45]=[CH:46][CH:47]=2)[CH:40]=[CH:39][C:38]([O:13][CH2:12][C:10]2[CH:11]=[C:7]([CH2:6][CH2:5][C:4]([OH:3])=[O:15])[O:8][C:9]=2[CH3:14])=[CH:37][CH:36]=1. (2) Given the reactants C(N(CC)CC)C.[CH2:8]([NH2:15])[C:9]1[CH:14]=[CH:13][CH:12]=[CH:11][CH:10]=1.[CH3:16][C:17]1[CH:22]=[CH:21][C:20]([S:23]([O:26][C:27]2[CH:36]=[CH:35][CH:34]=[C:33]3[C:28]=2[CH:29]=[CH:30][CH:31]=[C:32]3[S:37](Cl)(=[O:39])=[O:38])(=[O:25])=[O:24])=[CH:19][CH:18]=1.Cl, predict the reaction product. The product is: [CH2:8]([NH:15][S:37]([C:32]1[C:33]2[C:28](=[C:27]([O:26][S:23]([C:20]3[CH:21]=[CH:22][C:17]([CH3:16])=[CH:18][CH:19]=3)(=[O:25])=[O:24])[CH:36]=[CH:35][CH:34]=2)[CH:29]=[CH:30][CH:31]=1)(=[O:38])=[O:39])[C:9]1[CH:14]=[CH:13][CH:12]=[CH:11][CH:10]=1. (3) Given the reactants [Cl:1][C:2]1[C:3]([O:11][CH3:12])=[C:4]([CH2:8][C:9]#[N:10])[CH:5]=[CH:6][CH:7]=1, predict the reaction product. The product is: [Cl:1][C:2]1[C:3]([O:11][CH3:12])=[C:4]([CH2:8][CH2:9][NH2:10])[CH:5]=[CH:6][CH:7]=1. (4) Given the reactants [F:1][C:2]1[C:3]2[N:11]([C@H:12]3[C@H:19]4[C@H:15]([O:16]C(C)(C)[O:18]4)[CH2:14][CH:13]3[F:22])[CH:10]=[N:9][C:4]=2[C:5]([NH2:8])=[N:6][CH:7]=1.[ClH:23], predict the reaction product. The product is: [NH2:8][C:5]1[C:4]2[N:9]=[CH:10][N:11]([C@@H:12]3[CH:13]([F:22])[CH2:14][C@@H:15]([OH:16])[C@H:19]3[OH:18])[C:3]=2[C:2]([F:1])=[CH:7][N:6]=1.[ClH:23]. (5) Given the reactants [Si:1]([O:8][C:9]1[CH:10]=[CH:11][CH:12]=[C:13]2[C:18]=1[N:17]=[C:16](/[CH:19]=[N:20]/[NH:21][C:22]1[CH:27]=[C:26]([O:28][CH2:29][CH2:30][O:31][CH3:32])[CH:25]=[CH:24][N:23]=1)[CH:15]=[CH:14]2)([C:4]([CH3:7])([CH3:6])[CH3:5])([CH3:3])[CH3:2].C(O)(=O)C.C(O)(=O)C.I(C1C=CC=CC=1)=O, predict the reaction product. The product is: [Si:1]([O:8][C:9]1[CH:10]=[CH:11][CH:12]=[C:13]2[C:18]=1[N:17]=[C:16]([C:19]1[N:23]3[CH:24]=[CH:25][C:26]([O:28][CH2:29][CH2:30][O:31][CH3:32])=[CH:27][C:22]3=[N:21][N:20]=1)[CH:15]=[CH:14]2)([C:4]([CH3:7])([CH3:6])[CH3:5])([CH3:3])[CH3:2]. (6) Given the reactants [CH2:1]([N:3]1[CH:7]=[C:6]([C:8](=O)[C:9]([O:11][CH2:12][CH3:13])=[O:10])[CH:5]=[N:4]1)[CH3:2].S(C1C=CC(C)=CC=1)(O)(=O)=O.S(C1C=CC(C)=CC=1)(O)(=O)=O.[NH:37]1[C:45]2[C:40](=[CH:41][CH:42]=[CH:43][CH:44]=2)[C:39]([CH2:46][C@@H:47]([NH2:60])[C:48]2[NH:49][CH:50]=[C:51]([C:53]3[CH:58]=[CH:57][C:56]([F:59])=[CH:55][N:54]=3)[N:52]=2)=[CH:38]1.C([O-])(=O)C.[Na+], predict the reaction product. The product is: [F:59][C:56]1[CH:57]=[CH:58][C:53]([C:51]2[N:52]=[C:48]([C@H:47]3[CH2:46][C:39]4[C:40]5[C:45](=[CH:44][CH:43]=[CH:42][CH:41]=5)[NH:37][C:38]=4[C:8]([C:6]4[CH:5]=[N:4][N:3]([CH2:1][CH3:2])[CH:7]=4)([C:9]([O:11][CH2:12][CH3:13])=[O:10])[NH:60]3)[NH:49][CH:50]=2)=[N:54][CH:55]=1.